This data is from Catalyst prediction with 721,799 reactions and 888 catalyst types from USPTO. The task is: Predict which catalyst facilitates the given reaction. (1) Reactant: C(OO)(C)(C)C.[Br:7][C:8]1[CH:9]=[C:10]([C:14]2([C:25]3[CH:30]=[CH:29][N:28]=[CH:27][CH:26]=3)[C:18]3=[N:19][CH2:20][C:21]([F:24])([F:23])[CH2:22][N:17]3[CH2:16][NH:15]2)[CH:11]=[CH:12][CH:13]=1.[NH3:31]. Product: [Br:7][C:8]1[CH:9]=[C:10]([C:14]2([C:25]3[CH:30]=[CH:29][N:28]=[CH:27][CH:26]=3)[C:18]3=[N:19][CH2:20][C:21]([F:23])([F:24])[CH2:22][N:17]3[C:16]([NH2:31])=[N:15]2)[CH:11]=[CH:12][CH:13]=1. The catalyst class is: 5. (2) Reactant: Cl[C:2]1[C:11]2[C:6](=[CH:7][CH:8]=[CH:9][CH:10]=2)[C:5]([O:12][CH3:13])=[C:4]([C:14]([O:16]CC)=[O:15])[N:3]=1.FC(F)(F)C([O-])=O.[Cl:26][C:27]1[C:31]([Cl:32])=[C:30]([CH3:33])[NH:29][C:28]=1[C:34]([NH:36][CH:37]1[CH2:42][CH2:41][NH2+:40][CH2:39][CH2:38]1)=[O:35].C([O-])([O-])=O.[K+].[K+]. Product: [Cl:26][C:27]1[C:31]([Cl:32])=[C:30]([CH3:33])[NH:29][C:28]=1[C:34]([NH:36][CH:37]1[CH2:42][CH2:41][N:40]([C:2]2[C:11]3[C:6](=[CH:7][CH:8]=[CH:9][CH:10]=3)[C:5]([O:12][CH3:13])=[C:4]([C:14]([OH:16])=[O:15])[N:3]=2)[CH2:39][CH2:38]1)=[O:35]. The catalyst class is: 107. (3) Reactant: [CH2:1]([O:8][C:9]1[CH:18]=[CH:17][CH:16]=[CH:15][C:10]=1[C:11]([O:13]C)=[O:12])[C:2]1[CH:7]=[CH:6][CH:5]=[CH:4][CH:3]=1.[OH-].[Na+].Cl. Product: [CH2:1]([O:8][C:9]1[CH:18]=[CH:17][CH:16]=[CH:15][C:10]=1[C:11]([OH:13])=[O:12])[C:2]1[CH:3]=[CH:4][CH:5]=[CH:6][CH:7]=1. The catalyst class is: 5. (4) Reactant: [H-].[H-].[H-].[H-].[Li+].[Al+3].[CH3:7][C:8]([CH3:18])([CH2:14][CH2:15][CH:16]=[CH2:17])[C:9](OCC)=[O:10]. Product: [CH3:7][C:8]([CH3:18])([CH2:14][CH2:15][CH:16]=[CH2:17])[CH2:9][OH:10]. The catalyst class is: 28. (5) Reactant: [CH3:1][O:2][C@H:3]1[O:8][C@@H:7]2[CH2:9][O:10][CH:11]([C:13]3[CH:18]=[CH:17][CH:16]=[CH:15][CH:14]=3)[O:12][C@H:6]2[C@H:5]([OH:19])[C@@H:4]1[OH:20].[CH:21]1[CH:26]=[CH:25][C:24]([CH2:27]Br)=[CH:23][CH:22]=1.C(OCC)(=O)C.C([O-])(O)=O.[Na+]. Product: [CH2:27]([O:19][CH:5]1[CH:6]2[O:12][CH:11]([C:13]3[CH:18]=[CH:17][CH:16]=[CH:15][CH:14]=3)[O:10][CH2:9][CH:7]2[O:8][CH:3]([O:2][CH3:1])[CH:4]1[OH:20])[C:24]1[CH:25]=[CH:26][CH:21]=[CH:22][CH:23]=1. The catalyst class is: 5. (6) Reactant: [Br:1][C:2]1[CH2:6][CH2:5][CH2:4][C:3]=1B(O)O.[CH3:10][C:11]([NH:14][C:15]([C:17]1[N:18]=[N:19][CH:20]=[C:21](I)[CH:22]=1)=[O:16])([CH3:13])[CH3:12].C(=O)([O-])[O-].[K+].[K+]. Product: [Br:1][C:2]1[CH2:6][CH2:5][CH2:4][C:3]=1[C:21]1[CH:22]=[C:17]([C:15]([NH:14][C:11]([CH3:13])([CH3:12])[CH3:10])=[O:16])[N:18]=[N:19][CH:20]=1. The catalyst class is: 335. (7) Reactant: C(=O)([O-])[O-].[K+].[K+].Br[CH2:8][C:9]1[CH:14]=[CH:13][C:12]([N+:15]([O-:17])=[O:16])=[CH:11][CH:10]=1.[NH:18]1[CH:22]=[CH:21][N:20]=[CH:19]1. Product: [N+:15]([C:12]1[CH:13]=[CH:14][C:9]([CH2:8][N:18]2[CH:22]=[CH:21][N:20]=[CH:19]2)=[CH:10][CH:11]=1)([O-:17])=[O:16]. The catalyst class is: 10. (8) Reactant: Br[C:2]1[C:10]2[S:9][C:8]([S:11][CH3:12])=[N:7][C:6]=2[CH:5]=[CH:4][CH:3]=1.[B:13]1([B:13]2[O:17][C:16]([CH3:19])([CH3:18])[C:15]([CH3:21])([CH3:20])[O:14]2)[O:17][C:16]([CH3:19])([CH3:18])[C:15]([CH3:21])([CH3:20])[O:14]1.C([O-])(=O)C.[K+].CCOC(C)=O. Product: [CH3:12][S:11][C:8]1[S:9][C:10]2[C:2]([B:13]3[O:17][C:16]([CH3:19])([CH3:18])[C:15]([CH3:21])([CH3:20])[O:14]3)=[CH:3][CH:4]=[CH:5][C:6]=2[N:7]=1. The catalyst class is: 12.